From a dataset of Catalyst prediction with 721,799 reactions and 888 catalyst types from USPTO. Predict which catalyst facilitates the given reaction. (1) Reactant: COC1C=CC(P2(=S)SP(=S)(C3C=CC(OC)=CC=3)[S:10]2)=CC=1.[F:23][C:24]1[CH:60]=[CH:59][CH:58]=[C:57]([F:61])[C:25]=1[CH2:26][O:27][C:28]1[C:29]2[N:30]([C:35]([C:39]([NH:41][NH:42][C:43](=O)[CH2:44][C:45]([NH:48][C:49](=[O:55])[O:50][C:51]([CH3:54])([CH3:53])[CH3:52])([CH3:47])[CH3:46])=O)=[C:36]([CH3:38])[N:37]=2)[CH:31]=[C:32]([CH3:34])[CH:33]=1. Product: [C:51]([O:50][C:49](=[O:55])[NH:48][C:45]([CH3:47])([CH3:46])[CH2:44][C:43]1[S:10][C:39]([C:35]2[N:30]3[CH:31]=[C:32]([CH3:34])[CH:33]=[C:28]([O:27][CH2:26][C:25]4[C:24]([F:23])=[CH:60][CH:59]=[CH:58][C:57]=4[F:61])[C:29]3=[N:37][C:36]=2[CH3:38])=[N:41][N:42]=1)([CH3:54])([CH3:53])[CH3:52]. The catalyst class is: 1. (2) Reactant: [C:1]([O:9][CH2:10][CH2:11][N:12]1[C:20]2[C:19](Cl)=[N:18][CH:17]=[N:16][C:15]=2[CH:14]=[CH:13]1)(=[O:8])[C:2]1[CH:7]=[CH:6][CH:5]=[CH:4][CH:3]=1.[NH2:22][C:23]1[CH:24]=[C:25]2[C:29](=[CH:30][CH:31]=1)[N:28]([CH2:32][CH:33]1[CH2:38][CH2:37][N:36]([C:39]([O:41][C:42]([CH3:45])([CH3:44])[CH3:43])=[O:40])[CH2:35][CH2:34]1)[CH:27]=[CH:26]2.C(=O)(O)[O-].[Na+]. Product: [C:1]([O:9][CH2:10][CH2:11][N:12]1[C:20]2[C:19]([NH:22][C:23]3[CH:24]=[C:25]4[C:29](=[CH:30][CH:31]=3)[N:28]([CH2:32][CH:33]3[CH2:34][CH2:35][N:36]([C:39]([O:41][C:42]([CH3:45])([CH3:44])[CH3:43])=[O:40])[CH2:37][CH2:38]3)[CH:27]=[CH:26]4)=[N:18][CH:17]=[N:16][C:15]=2[CH:14]=[CH:13]1)(=[O:8])[C:2]1[CH:7]=[CH:6][CH:5]=[CH:4][CH:3]=1. The catalyst class is: 32.